This data is from Reaction yield outcomes from USPTO patents with 853,638 reactions. The task is: Predict the reaction yield, written as a fraction of the theoretical maximum amount of product (1.0 means a 100% yield; for example, 0.34 means a 34% yield). (1) The product is [CH2:33]([N:22]([CH2:15][C:16]1[CH:21]=[CH:20][CH:19]=[CH:18][CH:17]=1)[C:23]1[CH:28]=[C:27](/[CH:29]=[C:6](\[O-:8])/[C:5]([O:12][CH2:13][CH3:14])=[O:11])[C:26]([N+:30]([O-:32])=[O:31])=[CH:25][N:24]=1)[C:34]1[CH:35]=[CH:36][CH:37]=[CH:38][CH:39]=1.[K+:4]. The yield is 0.760. The reactants are [O-]CC.[K+:4].[C:5]([O:12][CH2:13][CH3:14])(=[O:11])[C:6]([O:8]CC)=O.[CH2:15]([N:22]([CH2:33][C:34]1[CH:39]=[CH:38][CH:37]=[CH:36][CH:35]=1)[C:23]1[CH:28]=[C:27]([CH3:29])[C:26]([N+:30]([O-:32])=[O:31])=[CH:25][N:24]=1)[C:16]1[CH:21]=[CH:20][CH:19]=[CH:18][CH:17]=1. The catalyst is C(OCC)C. (2) No catalyst specified. The yield is 0.810. The product is [F:1][CH:2]([F:15])[O:3][C:4]1[CH:9]=[CH:8][N:7]=[C:6]([CH2:10][C:11]([NH2:16])=[O:12])[CH:5]=1. The reactants are [F:1][CH:2]([F:15])[O:3][C:4]1[CH:9]=[CH:8][N:7]=[C:6]([CH2:10][C:11](OC)=[O:12])[CH:5]=1.[NH3:16].CO. (3) The reactants are [CH3:1][C:2]1[CH:3]=[C:4]([NH:8][C:9]2[S:10][CH:11]=[C:12]([C:14]3[CH:19]=[CH:18][N:17]=[CH:16][C:15]=3[C:20]#[C:21][CH2:22][OH:23])[N:13]=2)[CH:5]=[CH:6][CH:7]=1. The catalyst is CCO.[Pd]. The product is [CH3:1][C:2]1[CH:3]=[C:4]([NH:8][C:9]2[S:10][CH:11]=[C:12]([C:14]3[CH:19]=[CH:18][N:17]=[CH:16][C:15]=3[CH2:20][CH2:21][CH2:22][OH:23])[N:13]=2)[CH:5]=[CH:6][CH:7]=1. The yield is 0.370. (4) The reactants are Br[C:2]1[CH:11]=[C:10]2[C:5]([C:6]([N:13]3[CH2:18][CH2:17][O:16][CH2:15][CH2:14]3)=[N:7][C:8]([Cl:12])=[N:9]2)=[CH:4][CH:3]=1.[CH3:19][S:20]([C:23]1[CH:24]=[C:25](B(O)O)[CH:26]=[CH:27][CH:28]=1)(=[O:22])=[O:21].C(=O)([O-])[O-].[Na+].[Na+].CN(C=O)C. The catalyst is Cl[Pd](Cl)([P](C1C=CC=CC=1)(C1C=CC=CC=1)C1C=CC=CC=1)[P](C1C=CC=CC=1)(C1C=CC=CC=1)C1C=CC=CC=1.O. The product is [Cl:12][C:8]1[N:7]=[C:6]([N:13]2[CH2:18][CH2:17][O:16][CH2:15][CH2:14]2)[C:5]2[C:10](=[CH:11][C:2]([C:27]3[CH:26]=[CH:25][CH:24]=[C:23]([S:20]([CH3:19])(=[O:22])=[O:21])[CH:28]=3)=[CH:3][CH:4]=2)[N:9]=1. The yield is 0.650. (5) The reactants are Br[C:2]1[C:3]2[CH:12]=[CH:11][N:10]([S:13]([C:16]3[CH:22]=[CH:21][C:19]([CH3:20])=[CH:18][CH:17]=3)(=[O:15])=[O:14])[C:4]=2[C:5](=[O:9])[N:6]([CH3:8])[CH:7]=1.[CH3:23][C:24]1([CH3:40])[C:28]([CH3:30])([CH3:29])[O:27][B:26]([B:26]2[O:27][C:28]([CH3:30])([CH3:29])[C:24]([CH3:40])([CH3:23])[O:25]2)[O:25]1.C([O-])(=O)C.[K+].C1(P(C2CCCCC2)C2C=CC=CC=2C2C(C(C)C)=CC(C(C)C)=CC=2C(C)C)CCCCC1. The catalyst is C1C=CC(/C=C/C(/C=C/C2C=CC=CC=2)=O)=CC=1.C1C=CC(/C=C/C(/C=C/C2C=CC=CC=2)=O)=CC=1.C1C=CC(/C=C/C(/C=C/C2C=CC=CC=2)=O)=CC=1.[Pd].[Pd]. The product is [CH3:8][N:6]1[CH:7]=[C:2]([B:26]2[O:27][C:28]([CH3:30])([CH3:29])[C:24]([CH3:40])([CH3:23])[O:25]2)[C:3]2[CH:12]=[CH:11][N:10]([S:13]([C:16]3[CH:22]=[CH:21][C:19]([CH3:20])=[CH:18][CH:17]=3)(=[O:15])=[O:14])[C:4]=2[C:5]1=[O:9]. The yield is 0.730. (6) The reactants are [Cl:1][CH2:2][C:3]1[NH:12][C:11](=O)[C:10]2[C:5](=[CH:6][CH:7]=[CH:8][CH:9]=2)[N:4]=1.COC(=O)[C:17]1[CH:22]=[CH:21][CH:20]=[CH:19][C:18]=1[NH2:23].Cl[CH2:26]C#N.Cl.[O:30]1CCOC[CH2:31]1. No catalyst specified. The product is [Cl:1][CH2:2][C:3]1[N:12]=[C:11]([N:23]([C:18]2[CH:17]=[CH:22][C:21]([O:30][CH3:31])=[CH:20][CH:19]=2)[CH3:26])[C:10]2[C:5](=[CH:6][CH:7]=[CH:8][CH:9]=2)[N:4]=1. The yield is 0.796. (7) The reactants are [CH3:1][Si](C=[N+]=[N-])(C)C.[F:8][C:9]([F:39])([F:38])[C:10]1[CH:11]=[C:12]([C@H:20]([O:22][C@@H:23]2[C@@H:28]([C:29]3[CH:34]=[CH:33][CH:32]=[CH:31][CH:30]=3)[C@H:27]([C:35]([OH:37])=[O:36])[CH2:26][CH2:25][O:24]2)[CH3:21])[CH:13]=[C:14]([C:16]([F:19])([F:18])[F:17])[CH:15]=1. The catalyst is CO.C1(C)C=CC=CC=1. The product is [F:39][C:9]([F:38])([F:8])[C:10]1[CH:11]=[C:12]([C@H:20]([O:22][C@@H:23]2[C@@H:28]([C:29]3[CH:34]=[CH:33][CH:32]=[CH:31][CH:30]=3)[C@H:27]([C:35]([O:37][CH3:1])=[O:36])[CH2:26][CH2:25][O:24]2)[CH3:21])[CH:13]=[C:14]([C:16]([F:17])([F:18])[F:19])[CH:15]=1. The yield is 0.730. (8) The reactants are [Si]([O:8][CH:9]([C:22]1[O:23][C:24]([C:27]2[CH:36]=[CH:35][CH:34]=[CH:33][C:28]=2[C:29]([O:31][CH3:32])=[O:30])=[CH:25][N:26]=1)[CH2:10][CH2:11][CH2:12][CH2:13][CH2:14][CH2:15][C:16]1[CH:21]=[CH:20][CH:19]=[CH:18][CH:17]=1)(C(C)(C)C)(C)C.[Si](OC(C1OC([Sn](CCCC)(CCCC)CCCC)=CN=1)CCCCCCC1C=CC=CC=1)(C(C)(C)C)(C)C.IC1C=CC=CC=1C(OC)=O. No catalyst specified. The product is [C:16]1([CH2:15][CH2:14][CH2:13][CH2:12][CH2:11][CH2:10][C:9]([C:22]2[O:23][C:24]([C:27]3[CH:36]=[CH:35][CH:34]=[CH:33][C:28]=3[C:29]([O:31][CH3:32])=[O:30])=[CH:25][N:26]=2)=[O:8])[CH:17]=[CH:18][CH:19]=[CH:20][CH:21]=1. The yield is 0.990. (9) The reactants are [C:1]1([C:7]2[NH:11][C:10]([C:12]3[CH:13]=[C:14]4[C:19](=[CH:20][CH:21]=3)[CH:18]=[C:17]([O:22][CH2:23][C:24]#[N:25])[CH:16]=[CH:15]4)=[CH:9][CH:8]=2)[CH:6]=[CH:5][CH:4]=[CH:3][CH:2]=1.[Cl-].[NH4+].[N-:28]=[N+:29]=[N-:30].[Na+].Cl. The catalyst is CN(C=O)C.O. The product is [C:1]1([C:7]2[NH:11][C:10]([C:12]3[CH:13]=[C:14]4[C:19](=[CH:20][CH:21]=3)[CH:18]=[C:17]([O:22][CH2:23][C:24]3[NH:30][N:29]=[N:28][N:25]=3)[CH:16]=[CH:15]4)=[CH:9][CH:8]=2)[CH:6]=[CH:5][CH:4]=[CH:3][CH:2]=1. The yield is 0.890.